Dataset: Full USPTO retrosynthesis dataset with 1.9M reactions from patents (1976-2016). Task: Predict the reactants needed to synthesize the given product. (1) Given the product [C:16]([N:19]1[C:27]2[C:22](=[CH:23][C:24]([O:29][CH3:30])=[C:25]([N:11]3[CH2:12][C@H:13]([CH3:14])[N:8]([CH2:1][C:2]4[CH:3]=[CH:4][CH:5]=[CH:6][CH:7]=4)[C@H:9]([CH3:15])[CH2:10]3)[CH:26]=2)[CH2:21][CH2:20]1)(=[O:18])[CH3:17], predict the reactants needed to synthesize it. The reactants are: [CH2:1]([N:8]1[C@H:13]([CH3:14])[CH2:12][NH:11][CH2:10][C@@H:9]1[CH3:15])[C:2]1[CH:7]=[CH:6][CH:5]=[CH:4][CH:3]=1.[C:16]([N:19]1[C:27]2[C:22](=[CH:23][C:24]([O:29][CH3:30])=[C:25](Br)[CH:26]=2)[CH2:21][CH2:20]1)(=[O:18])[CH3:17]. (2) Given the product [Br:28][C:7]1[C:8](=[O:22])[N:9]([C:13]2[CH:18]=[CH:17][C:16]([CH:19]=[CH2:20])=[CH:15][C:14]=2[CH3:21])[C:10]([CH3:12])=[CH:11][C:6]=1[O:5][CH2:4][C:3]1[CH:23]=[CH:24][C:25]([F:27])=[CH:26][C:2]=1[F:1], predict the reactants needed to synthesize it. The reactants are: [F:1][C:2]1[CH:26]=[C:25]([F:27])[CH:24]=[CH:23][C:3]=1[CH2:4][O:5][C:6]1[CH:11]=[C:10]([CH3:12])[N:9]([C:13]2[CH:18]=[CH:17][C:16]([CH:19]=[CH2:20])=[CH:15][C:14]=2[CH3:21])[C:8](=[O:22])[CH:7]=1.[Br:28]NC(=O)CCC(N)=O. (3) Given the product [Cl:48][C:42]1[CH:43]=[CH:44][CH:45]=[C:46]([Cl:47])[C:41]=1[NH:40][C:37]1[N:38]([CH3:39])[C:34]2=[C:33]3[C:32](=[CH:50][CH:49]=[C:35]2[N:36]=1)[N:31]=[C:6]([C:3]1[CH:4]=[CH:5][O:1][CH:2]=1)[NH:53][C:51]3=[O:52], predict the reactants needed to synthesize it. The reactants are: [O:1]1[CH:5]=[CH:4][C:3]([C:6](O)=O)=[CH:2]1.OC1C2N=NNC=2C=CC=1.Cl.CN(C)CCCN=C=NCC.[NH2:31][C:32]1[CH:50]=[CH:49][C:35]2[N:36]=[C:37]([NH:40][C:41]3[C:46]([Cl:47])=[CH:45][CH:44]=[CH:43][C:42]=3[Cl:48])[N:38]([CH3:39])[C:34]=2[C:33]=1[C:51]([NH2:53])=[O:52].